From a dataset of Peptide-MHC class II binding affinity with 134,281 pairs from IEDB. Regression. Given a peptide amino acid sequence and an MHC pseudo amino acid sequence, predict their binding affinity value. This is MHC class II binding data. (1) The peptide sequence is GELQYVDKIDAAFKI. The MHC is DRB1_0401 with pseudo-sequence DRB1_0401. The binding affinity (normalized) is 0.605. (2) The peptide sequence is PVGEIYKRWIILGLN. The MHC is DRB1_1302 with pseudo-sequence DRB1_1302. The binding affinity (normalized) is 0.0601. (3) The peptide sequence is FESLRDEEAYSIV. The MHC is DRB5_0101 with pseudo-sequence DRB5_0101. The binding affinity (normalized) is 0.104. (4) The peptide sequence is GPTATFEAMYLGTCQ. The MHC is DRB1_0301 with pseudo-sequence DRB1_0301. The binding affinity (normalized) is 0.0666. (5) The peptide sequence is VKEEGKEELQEIPTM. The MHC is HLA-DQA10303-DQB10402 with pseudo-sequence HLA-DQA10303-DQB10402. The binding affinity (normalized) is 0.263. (6) The peptide sequence is KRHRLIGAVVLAVSV. The MHC is DRB1_1001 with pseudo-sequence DRB1_1001. The binding affinity (normalized) is 0.877. (7) The peptide sequence is NRIMADGGSIQNTNL. The MHC is DRB4_0101 with pseudo-sequence DRB4_0103. The binding affinity (normalized) is 0.307. (8) The peptide sequence is DSYYSLLMPILTLTR. The MHC is DRB1_0101 with pseudo-sequence DRB1_0101. The binding affinity (normalized) is 0.366. (9) The peptide sequence is EKKYEAATQFEPLAA. The MHC is DRB1_0101 with pseudo-sequence DRB1_0101. The binding affinity (normalized) is 0.630.